From a dataset of Reaction yield outcomes from USPTO patents with 853,638 reactions. Predict the reaction yield, written as a fraction of the theoretical maximum amount of product (1.0 means a 100% yield; for example, 0.34 means a 34% yield). (1) The catalyst is O. The yield is 0.430. The reactants are Cl[CH2:2][C:3]1[S:7][C:6]([C:8]2[NH:9][C:10]3[C:15]([CH:16]=2)=[CH:14][CH:13]=[CH:12][C:11]=3[N:17]([CH3:26])[S:18]([C:21]2[S:22][CH:23]=[CH:24][CH:25]=2)(=[O:20])=[O:19])=[N:5][CH:4]=1.C(N(CC)CC)C.[O:34]1[C:38]2([CH2:43][CH2:42][NH:41][CH2:40][CH2:39]2)[CH2:37][NH:36][C:35]1=[O:44].CN(C)C=O. The product is [CH3:26][N:17]([C:11]1[CH:12]=[CH:13][CH:14]=[C:15]2[C:10]=1[NH:9][C:8]([C:6]1[S:7][C:3]([CH2:2][N:41]3[CH2:40][CH2:39][C:38]4([O:34][C:35](=[O:44])[NH:36][CH2:37]4)[CH2:43][CH2:42]3)=[CH:4][N:5]=1)=[CH:16]2)[S:18]([C:21]1[S:22][CH:23]=[CH:24][CH:25]=1)(=[O:19])=[O:20]. (2) The reactants are [NH:1]1[CH2:6][CH2:5][O:4][CH2:3][CH2:2]1.C(P(C(C)(C)C)C1C=CC=CC=1C1C=CC=CC=1)(C)(C)C.P([O-])([O-])([O-])=O.[K+].[K+].[K+].FC(F)(F)S(O[C:42]1[CH:47]=[CH:46][C:45]([C:48]2[CH:52]=[C:51]([C:53]([NH:55][CH2:56][CH2:57][N:58]3[CH2:63][CH2:62][O:61][CH2:60][CH2:59]3)=[O:54])[S:50][CH:49]=2)=[CH:44][CH:43]=1)(=O)=O. The catalyst is COCCOC.C(OCC)(=O)C.C1C=CC(/C=C/C(/C=C/C2C=CC=CC=2)=O)=CC=1.C1C=CC(/C=C/C(/C=C/C2C=CC=CC=2)=O)=CC=1.C1C=CC(/C=C/C(/C=C/C2C=CC=CC=2)=O)=CC=1.[Pd].[Pd]. The product is [N:1]1([C:42]2[CH:43]=[CH:44][C:45]([C:48]3[CH:52]=[C:51]([C:53]([NH:55][CH2:56][CH2:57][N:58]4[CH2:59][CH2:60][O:61][CH2:62][CH2:63]4)=[O:54])[S:50][CH:49]=3)=[CH:46][CH:47]=2)[CH2:6][CH2:5][O:4][CH2:3][CH2:2]1. The yield is 0.290. (3) The reactants are [CH2:1]([C:8]1([OH:31])[CH2:13][CH2:12][N:11]([CH2:14][CH2:15][NH:16][C:17]([NH:19][C:20]2[C:29]3[C:24](=[CH:25][CH:26]=[CH:27][CH:28]=3)[N:23]=[C:22]([CH3:30])[CH:21]=2)=[O:18])[CH2:10][CH2:9]1)[C:2]1[CH:7]=[CH:6][CH:5]=[CH:4][CH:3]=1.[OH:32][S:33]([OH:36])(=[O:35])=[O:34]. The catalyst is CO. The product is [S:33]([OH:36])([OH:35])(=[O:34])=[O:32].[CH2:1]([C:8]1([OH:31])[CH2:9][CH2:10][N:11]([CH2:14][CH2:15][NH:16][C:17]([NH:19][C:20]2[C:29]3[C:24](=[CH:25][CH:26]=[CH:27][CH:28]=3)[N:23]=[C:22]([CH3:30])[CH:21]=2)=[O:18])[CH2:12][CH2:13]1)[C:2]1[CH:7]=[CH:6][CH:5]=[CH:4][CH:3]=1. The yield is 0.680. (4) The reactants are [CH3:1][NH:2][S:3]([C:6]1[CH:7]=[C:8]([CH:12]=[CH:13][CH:14]=1)[C:9]([OH:11])=[O:10])(=[O:5])=[O:4].S(=O)(=O)(O)O.[CH3:20]O. No catalyst specified. The product is [CH3:1][NH:2][S:3]([C:6]1[CH:7]=[C:8]([CH:12]=[CH:13][CH:14]=1)[C:9]([O:11][CH3:20])=[O:10])(=[O:4])=[O:5]. The yield is 0.535. (5) The product is [CH2:9]([O:8][C:2](=[O:7])[CH2:3][C:4]([C:27]1[CH:26]=[C:25]([Cl:24])[CH:30]=[CH:29][C:28]=1[O:38][CH3:39])=[O:6])[CH3:10]. The catalyst is C(#N)C. The yield is 0.760. The reactants are [Na+].[C:2]([O:8][CH2:9][CH3:10])(=[O:7])[CH2:3][C:4]([O-:6])=O.S([O-])([O-])(=O)=O.[Mg+2].C(N(CC)CC)C.[Cl:24][C:25]1[CH:26]=[CH:27][C:28]([O:38][CH3:39])=[C:29](C(N2C=CN=C2)=O)[CH:30]=1.[Cl-].[Mg+2].[Cl-].Cl. (6) The reactants are [Cl:1][C:2]1[N:3]=[C:4]([CH2:8][NH:9][C:10]2[CH:15]=[CH:14][CH:13]=[CH:12][C:11]=2/[CH:16]=[CH:17]/[C:18]([O:20]C)=O)[NH:5][C:6]=1[Cl:7].[NH2:22][OH:23].[OH-].[Na+].Cl. The catalyst is C1COCC1.CO. The product is [Cl:1][C:2]1[N:3]=[C:4]([CH2:8][NH:9][C:10]2[CH:15]=[CH:14][CH:13]=[CH:12][C:11]=2/[CH:16]=[CH:17]/[C:18]([NH:22][OH:23])=[O:20])[NH:5][C:6]=1[Cl:7]. The yield is 0.0700.